This data is from Forward reaction prediction with 1.9M reactions from USPTO patents (1976-2016). The task is: Predict the product of the given reaction. (1) The product is: [C:1]([O:5][C:6]([N:8]1[CH2:13][C@@H:12]([C:14](=[O:37])[NH:15][CH2:16][C:17]2([CH2:31][CH2:32][CH2:33][CH2:34][O:35][CH3:36])[C:18]3[CH:19]=[CH:20][CH:21]=[CH:22][C:23]=3[O:24][C:25]3[C:30]2=[CH:29][CH:28]=[CH:27][CH:26]=3)[CH2:11][C@@H:10]([C:38](=[O:39])[NH:45][CH2:44][CH2:43][C:42]([CH3:47])([CH3:46])[CH3:41])[CH2:9]1)=[O:7])([CH3:2])([CH3:3])[CH3:4]. Given the reactants [C:1]([O:5][C:6]([N:8]1[CH2:13][C@@H:12]([C:14](=[O:37])[NH:15][CH2:16][C:17]2([CH2:31][CH2:32][CH2:33][CH2:34][O:35][CH3:36])[C:30]3[CH:29]=[CH:28][CH:27]=[CH:26][C:25]=3[O:24][C:23]3[C:18]2=[CH:19][CH:20]=[CH:21][CH:22]=3)[CH2:11][C@@H:10]([C:38](O)=[O:39])[CH2:9]1)=[O:7])([CH3:4])([CH3:3])[CH3:2].[CH3:41][C:42]([CH3:47])([CH3:46])[CH2:43][CH2:44][NH2:45], predict the reaction product. (2) Given the reactants [CH2:1]([OH:8])[C:2]#[C:3][CH2:4][CH2:5][CH2:6][CH3:7].C([O:12][CH:13]1[CH:18]([N:19]([CH3:21])[CH3:20])[CH2:17][CH:16]([CH3:22])[O:15][CH:14]1F)(=O)C.B(F)(F)F.CCOCC.CO, predict the reaction product. The product is: [CH3:21][N:19]([CH3:20])[CH:18]1[CH2:17][CH:16]([CH3:22])[O:15][CH:14]([O:8][CH2:1][C:2]#[C:3][CH2:4][CH2:5][CH2:6][CH3:7])[CH:13]1[OH:12]. (3) Given the reactants [CH3:1][C:2]([CH3:21])([CH3:20])[CH2:3][N:4]([CH2:17][CH2:18][OH:19])[C:5]1[CH:12]=[CH:11][C:8]([C:9]#[N:10])=[C:7]([C:13]([F:16])([F:15])[F:14])[CH:6]=1.[F:22][C:23]([F:32])([F:31])[C:24]1[CH:25]=[CH:26][C:27](=O)[NH:28][CH:29]=1, predict the reaction product. The product is: [CH3:1][C:2]([CH3:21])([CH3:20])[CH2:3][N:4]([CH2:17][CH2:18][O:19][C:27]1[CH:26]=[CH:25][C:24]([C:23]([F:32])([F:31])[F:22])=[CH:29][N:28]=1)[C:5]1[CH:12]=[CH:11][C:8]([C:9]#[N:10])=[C:7]([C:13]([F:14])([F:15])[F:16])[CH:6]=1. (4) Given the reactants Br[C:2]1[C:7]([N+:8]([O-:10])=[O:9])=[CH:6][C:5]([Cl:11])=[CH:4][N:3]=1.[F:12][C:13]1[CH:18]=[CH:17][CH:16]=[CH:15][C:14]=1[OH:19].C([O-])([O-])=O.[K+].[K+], predict the reaction product. The product is: [Cl:11][C:5]1[CH:6]=[C:7]([N+:8]([O-:10])=[O:9])[C:2]([O:19][C:14]2[CH:15]=[CH:16][CH:17]=[CH:18][C:13]=2[F:12])=[N:3][CH:4]=1. (5) The product is: [CH3:17][C@H:12]1[O:13][C@@H:14]([CH3:16])[CH2:15][N:10]([C:5]2[CH:4]=[CH:3][C:2]([C:19]#[N:21])=[CH:9][C:6]=2[CH:7]=[O:8])[CH2:11]1. Given the reactants Br[C:2]1[CH:3]=[CH:4][C:5]([N:10]2[CH2:15][CH:14]([CH3:16])[O:13][CH:12]([CH3:17])[CH2:11]2)=[C:6]([CH:9]=1)[CH:7]=[O:8].C[C:19]([N:21](C)C)=O, predict the reaction product.